Dataset: Catalyst prediction with 721,799 reactions and 888 catalyst types from USPTO. Task: Predict which catalyst facilitates the given reaction. (1) Reactant: C([O:3][C:4](=[O:25])[C:5]([CH3:24])([CH3:23])[CH2:6][C:7]1[CH:12]=[CH:11][C:10]([CH2:13][CH2:14][NH:15][CH2:16][CH2:17][CH2:18][CH2:19][CH2:20][CH2:21][CH3:22])=[CH:9][CH:8]=1)C.B(Br)(Br)Br.O. Product: [CH2:16]([NH:15][CH2:14][CH2:13][C:10]1[CH:9]=[CH:8][C:7]([CH2:6][C:5]([CH3:23])([CH3:24])[C:4]([OH:25])=[O:3])=[CH:12][CH:11]=1)[CH2:17][CH2:18][CH2:19][CH2:20][CH2:21][CH3:22]. The catalyst class is: 2. (2) Reactant: [OH-].[Na+].C([O:6][CH2:7][C:8]1[N:9]=[C:10]([C:13]([O:15]CC)=[O:14])[S:11][CH:12]=1)(=O)C. Product: [OH:6][CH2:7][C:8]1[N:9]=[C:10]([C:13]([OH:15])=[O:14])[S:11][CH:12]=1. The catalyst class is: 5.